This data is from Catalyst prediction with 721,799 reactions and 888 catalyst types from USPTO. The task is: Predict which catalyst facilitates the given reaction. (1) Reactant: [C:1]([O:5][C:6]([N:8]1[CH2:13][CH2:12][CH:11]([C:14]2[CH:19]=[CH:18][N:17]3[C:20]([C:23]([O:25]CC)=[O:24])=[CH:21][N:22]=[C:16]3[CH:15]=2)[CH2:10][CH2:9]1)=[O:7])([CH3:4])([CH3:3])[CH3:2].[Li+].[OH-].[NH4+].[Cl-]. Product: [C:1]([O:5][C:6]([N:8]1[CH2:9][CH2:10][CH:11]([C:14]2[CH:19]=[CH:18][N:17]3[C:20]([C:23]([OH:25])=[O:24])=[CH:21][N:22]=[C:16]3[CH:15]=2)[CH2:12][CH2:13]1)=[O:7])([CH3:4])([CH3:2])[CH3:3]. The catalyst class is: 87. (2) Reactant: [NH2:1][C:2]1[CH:7]=[CH:6][CH:5]=[CH:4][N:3]=1.[C:8]([C:12]1[CH:21]=[CH:20][C:15]([CH2:16][N:17]=[C:18]=[S:19])=[CH:14][CH:13]=1)([CH3:11])([CH3:10])[CH3:9].C(N(CC)CC)C. Product: [C:8]([C:12]1[CH:21]=[CH:20][C:15]([CH2:16][NH:17][C:18]([NH:1][C:2]2[CH:7]=[CH:6][CH:5]=[CH:4][N:3]=2)=[S:19])=[CH:14][CH:13]=1)([CH3:11])([CH3:9])[CH3:10]. The catalyst class is: 10. (3) Reactant: [C:1]([O:9][C@H:10]([CH2:15][CH2:16][CH2:17][O:18][Si](C(C)(C)C)(C1C=CC=CC=1)C1C=CC=CC=1)[CH2:11][C:12]([Br:14])=[CH2:13])(=[O:8])[C:2]1[CH:7]=[CH:6][CH:5]=[CH:4][CH:3]=1.O. Product: [C:1]([O:9][C@H:10]([CH2:15][CH2:16][CH2:17][OH:18])[CH2:11][C:12]([Br:14])=[CH2:13])(=[O:8])[C:2]1[CH:7]=[CH:6][CH:5]=[CH:4][CH:3]=1. The catalyst class is: 10. (4) Reactant: [C:1]([Si:5]([CH3:30])([CH3:29])[O:6][CH2:7][CH2:8][C:9]([CH3:28])([CH3:27])[CH2:10][CH:11]([CH:16]1[C:24]2[C:19](=[CH:20][C:21]([Cl:25])=[CH:22][CH:23]=2)[NH:18][C:17]1=[O:26])[CH2:12][N+:13]([O-])=O)([CH3:4])([CH3:3])[CH3:2].[Cl-].[NH4+]. Product: [NH2:13][CH2:12][CH:11]([CH:16]1[C:24]2[C:19](=[CH:20][C:21]([Cl:25])=[CH:22][CH:23]=2)[NH:18][C:17]1=[O:26])[CH2:10][C:9]([CH3:28])([CH3:27])[CH2:8][CH2:7][O:6][Si:5]([C:1]([CH3:2])([CH3:3])[CH3:4])([CH3:30])[CH3:29]. The catalyst class is: 284. (5) Reactant: [H-].[Na+].[CH2:3]([O:10][C:11](=[O:27])[NH:12][C:13]1[C:14](=[O:26])[NH:15][C:16]([C:19]2[CH:24]=[CH:23][CH:22]=[CH:21][C:20]=2[Cl:25])=[CH:17][CH:18]=1)[C:4]1[CH:9]=[CH:8][CH:7]=[CH:6][CH:5]=1.I[CH2:29][C:30]([NH:32][CH2:33][CH2:34][C:35]1[CH:40]=[CH:39][CH:38]=[CH:37][CH:36]=1)=[O:31]. Product: [CH2:3]([O:10][C:11](=[O:27])[NH:12][C:13]1[C:14](=[O:26])[N:15]([CH2:29][C:30](=[O:31])[NH:32][CH2:33][CH2:34][C:35]2[CH:40]=[CH:39][CH:38]=[CH:37][CH:36]=2)[C:16]([C:19]2[CH:24]=[CH:23][CH:22]=[CH:21][C:20]=2[Cl:25])=[CH:17][CH:18]=1)[C:4]1[CH:9]=[CH:8][CH:7]=[CH:6][CH:5]=1. The catalyst class is: 3. (6) Reactant: [CH2:1]1[CH:8]([NH2:9])[C:6](=[O:7])[NH:5][C:3](=[O:4])[CH2:2]1.Cl.Br[CH2:12][C:13]1[C:22]([F:23])=[C:21]([F:24])[C:20]([F:25])=[C:19]([F:26])[C:14]=1[C:15](OC)=[O:16].C(N(CC)CC)C. Product: [O:16]=[C:15]1[C:14]2[C:13](=[C:22]([F:23])[C:21]([F:24])=[C:20]([F:25])[C:19]=2[F:26])[CH2:12][N:9]1[CH:8]1[CH2:1][CH2:2][C:3](=[O:4])[NH:5][C:6]1=[O:7]. The catalyst class is: 9. (7) Reactant: C([O:3][C:4]([C:6]1[C:7]2[N:8]=[CH:9][CH:10]=[N:11][C:12]=2[C:13]([C:16]2[CH:21]=[C:20]([O:22][CH3:23])[CH:19]=[C:18]([O:24][CH3:25])[C:17]=2[F:26])=[CH:14][CH:15]=1)=O)C.[CH3:27][N:28]1[CH2:33][CH2:32][N:31]([CH2:34][C:35]2[CH:36]=[CH:37][C:38]([NH2:41])=[N:39][CH:40]=2)[CH2:30][CH2:29]1. Product: [CH3:27][N:28]1[CH2:33][CH2:32][N:31]([CH2:34][C:35]2[CH:36]=[CH:37][C:38]([NH:41][C:4]([C:6]3[C:7]4[N:8]=[CH:9][CH:10]=[N:11][C:12]=4[C:13]([C:16]4[CH:21]=[C:20]([O:22][CH3:23])[CH:19]=[C:18]([O:24][CH3:25])[C:17]=4[F:26])=[CH:14][CH:15]=3)=[O:3])=[N:39][CH:40]=2)[CH2:30][CH2:29]1. The catalyst class is: 61. (8) Reactant: [OH:1][C@H:2]1[CH2:26][C@@H:25]([C:27]2[CH:32]=[CH:31][CH:30]=[CH:29][CH:28]=2)[O:24][C:4]2([CH2:9][CH2:8][N:7]([C:10]([C:12]3[CH:17]=[CH:16][C:15]([O:18][CH:19]([CH3:21])[CH3:20])=[C:14]([O:22][CH3:23])[CH:13]=3)=[O:11])[CH2:6][CH2:5]2)[CH2:3]1.[H-].[Na+].IC.[C:37](OCC)(=O)C. Product: [CH:19]([O:18][C:15]1[CH:16]=[CH:17][C:12]([C:10]([N:7]2[CH2:8][CH2:9][C:4]3([O:24][C@H:25]([C:27]4[CH:28]=[CH:29][CH:30]=[CH:31][CH:32]=4)[CH2:26][C@H:2]([O:1][CH3:37])[CH2:3]3)[CH2:5][CH2:6]2)=[O:11])=[CH:13][C:14]=1[O:22][CH3:23])([CH3:20])[CH3:21]. The catalyst class is: 18. (9) Reactant: FC(F)(F)C(O)=O.C(OC([N:15]1[CH2:18][CH:17]([CH2:19][N:20]([CH3:25])[CH:21]2[CH2:24][O:23][CH2:22]2)[CH2:16]1)=O)(C)(C)C. Product: [NH:15]1[CH2:16][CH:17]([CH2:19][N:20]([CH3:25])[CH:21]2[CH2:22][O:23][CH2:24]2)[CH2:18]1. The catalyst class is: 4. (10) The catalyst class is: 125. Product: [ClH:27].[ClH:27].[ClH:27].[CH3:26][N:23]1[CH2:24][CH2:25][N:20]([C:17]2[CH:16]=[CH:15][C:14]([CH:10]3[CH2:11][CH2:12][CH2:13][NH:8][CH2:9]3)=[CH:19][CH:18]=2)[CH2:21][CH2:22]1. Reactant: C(OC([N:8]1[CH2:13][CH2:12][CH2:11][CH:10]([C:14]2[CH:19]=[CH:18][C:17]([N:20]3[CH2:25][CH2:24][N:23]([CH3:26])[CH2:22][CH2:21]3)=[CH:16][CH:15]=2)[CH2:9]1)=O)(C)(C)C.[ClH:27].